This data is from Merck oncology drug combination screen with 23,052 pairs across 39 cell lines. The task is: Regression. Given two drug SMILES strings and cell line genomic features, predict the synergy score measuring deviation from expected non-interaction effect. (1) Drug 1: N.N.O=C(O)C1(C(=O)O)CCC1.[Pt]. Drug 2: C#Cc1cccc(Nc2ncnc3cc(OCCOC)c(OCCOC)cc23)c1. Cell line: UACC62. Synergy scores: synergy=21.9. (2) Drug 2: O=C(NOCC(O)CO)c1ccc(F)c(F)c1Nc1ccc(I)cc1F. Cell line: DLD1. Synergy scores: synergy=11.5. Drug 1: CC(=O)OC1C(=O)C2(C)C(O)CC3OCC3(OC(C)=O)C2C(OC(=O)c2ccccc2)C2(O)CC(OC(=O)C(O)C(NC(=O)c3ccccc3)c3ccccc3)C(C)=C1C2(C)C. (3) Cell line: SKMEL30. Synergy scores: synergy=6.94. Drug 1: CN(C)C(=N)N=C(N)N. Drug 2: O=C(O)C1(Cc2cccc(Nc3nccs3)n2)CCC(Oc2cccc(Cl)c2F)CC1. (4) Drug 1: O=c1[nH]cc(F)c(=O)[nH]1. Drug 2: COC1CC2CCC(C)C(O)(O2)C(=O)C(=O)N2CCCCC2C(=O)OC(C(C)CC2CCC(OP(C)(C)=O)C(OC)C2)CC(=O)C(C)C=C(C)C(O)C(OC)C(=O)C(C)CC(C)C=CC=CC=C1C. Cell line: SKMEL30. Synergy scores: synergy=28.2. (5) Drug 1: N.N.O=C(O)C1(C(=O)O)CCC1.[Pt]. Drug 2: COC1CC2CCC(C)C(O)(O2)C(=O)C(=O)N2CCCCC2C(=O)OC(C(C)CC2CCC(OP(C)(C)=O)C(OC)C2)CC(=O)C(C)C=C(C)C(O)C(OC)C(=O)C(C)CC(C)C=CC=CC=C1C. Cell line: HCT116. Synergy scores: synergy=13.4. (6) Drug 1: Nc1ccn(C2OC(CO)C(O)C2(F)F)c(=O)n1. Drug 2: O=C(NOCC(O)CO)c1ccc(F)c(F)c1Nc1ccc(I)cc1F. Cell line: UACC62. Synergy scores: synergy=0.758. (7) Drug 1: Cn1c(=O)n(-c2ccc(C(C)(C)C#N)cc2)c2c3cc(-c4cnc5ccccc5c4)ccc3ncc21. Drug 2: NC1CCCCC1N.O=C(O)C(=O)O.[Pt+2]. Cell line: HT29. Synergy scores: synergy=17.3.